This data is from CYP2C9 inhibition data for predicting drug metabolism from PubChem BioAssay. The task is: Regression/Classification. Given a drug SMILES string, predict its absorption, distribution, metabolism, or excretion properties. Task type varies by dataset: regression for continuous measurements (e.g., permeability, clearance, half-life) or binary classification for categorical outcomes (e.g., BBB penetration, CYP inhibition). Dataset: cyp2c9_veith. (1) The molecule is CC(=O)Nc1ccccc1C(=O)OCc1ccc(C(=O)c2ccccc2)cc1. The result is 1 (inhibitor). (2) The drug is Cc1nc(SCC(=O)Nc2c(C)nn(C)c2C)c2cnn(-c3ccccc3)c2n1. The result is 1 (inhibitor). (3) The molecule is CN(C)c1ncc2nc(-c3ccc(F)cc3)c(=O)n(CCC#N)c2n1. The result is 0 (non-inhibitor). (4) The compound is CCOC(=O)c1cc(C#N)c(Oc2ccccc2OC)nc1-c1ccccc1. The result is 1 (inhibitor). (5) The result is 0 (non-inhibitor). The molecule is CN(C)c1ncc2nc(-c3cc(F)cc(F)c3)c(=O)n(C3CC3)c2n1. (6) The molecule is O=c1[nH]c(=O)n([C@@H]2C[C@H](O)[C@H](CO)O2)cc1I. The result is 0 (non-inhibitor). (7) The molecule is Cc1cnc(CNc2ncncc2-c2c(C)noc2C)cn1. The result is 0 (non-inhibitor). (8) The compound is CCCn1cnc2c1c(=O)n(CCCCC(C)=O)c(=O)n2C. The result is 0 (non-inhibitor). (9) The drug is C[NH+](C)CCOC(=O)C1(c2ccccc2)CCOCC1.[Cl-]. The result is 0 (non-inhibitor).